Dataset: Peptide-MHC class I binding affinity with 185,985 pairs from IEDB/IMGT. Task: Regression. Given a peptide amino acid sequence and an MHC pseudo amino acid sequence, predict their binding affinity value. This is MHC class I binding data. (1) The peptide sequence is NILGGVLHTK. The MHC is HLA-A11:01 with pseudo-sequence HLA-A11:01. The binding affinity (normalized) is 0.667. (2) The peptide sequence is PQPAPQQGQL. The MHC is Mamu-A07 with pseudo-sequence Mamu-A07. The binding affinity (normalized) is 0. (3) The peptide sequence is KLSYGIATVR. The MHC is HLA-A68:01 with pseudo-sequence HLA-A68:01. The binding affinity (normalized) is 0.585. (4) The peptide sequence is KITAEWLWK. The MHC is HLA-A30:01 with pseudo-sequence HLA-A30:01. The binding affinity (normalized) is 0.419. (5) The peptide sequence is ITRKEAEQF. The MHC is HLA-A26:01 with pseudo-sequence HLA-A26:01. The binding affinity (normalized) is 0.0847.